The task is: Predict which catalyst facilitates the given reaction.. This data is from Catalyst prediction with 721,799 reactions and 888 catalyst types from USPTO. (1) Reactant: [Br:1][C:2]1[CH:7]=[CH:6][C:5]([N+:8]([O-:10])=[O:9])=[C:4](F)[CH:3]=1.[CH3:12][O-:13].[Na+]. Product: [Br:1][C:2]1[CH:7]=[CH:6][C:5]([N+:8]([O-:10])=[O:9])=[C:4]([O:13][CH3:12])[CH:3]=1. The catalyst class is: 5. (2) Reactant: [C:1]1([SH:7])[CH:6]=[CH:5][CH:4]=[CH:3][CH:2]=1.C(=O)([O-])[O-].[K+].[K+].F[C:15]1[CH:20]=[CH:19][C:18]([F:21])=[CH:17][C:16]=1[N+:22]([O-:24])=[O:23].O. The catalyst class is: 291. Product: [F:21][C:18]1[CH:19]=[CH:20][C:15]([S:7][C:1]2[CH:6]=[CH:5][CH:4]=[CH:3][CH:2]=2)=[C:16]([N+:22]([O-:24])=[O:23])[CH:17]=1. (3) Product: [CH3:1][O:2][C:3]1[C:8]([CH2:9][CH:10]=[O:11])=[CH:7][CH:6]=[CH:5][N:4]=1. Reactant: [CH3:1][O:2][C:3]1[C:8]([CH2:9][CH2:10][OH:11])=[CH:7][CH:6]=[CH:5][N:4]=1.C(N(CC)CC)C.C(=O)(O)[O-].[Na+]. The catalyst class is: 16. (4) Reactant: [CH3:1][O:2][C:3]1[CH:4]=[C:5]([CH:8]=[C:9]([O:11][CH3:12])[CH:10]=1)[C:6]#N.[CH:13]1([Mg]Cl)[CH2:17][CH2:16][CH2:15][CH2:14]1.O.S(=O)(=O)(O)[OH:22]. Product: [CH:13]1([C:6]([C:5]2[CH:4]=[C:3]([O:2][CH3:1])[CH:10]=[C:9]([O:11][CH3:12])[CH:8]=2)=[O:22])[CH2:17][CH2:16][CH2:15][CH2:14]1. The catalyst class is: 165. (5) Reactant: [NH:1]1[CH2:4][CH:3]([CH2:5][O:6][C:7]2[C:16]3[CH:15]=[CH:14][CH:13]=[CH:12][C:11]=3[N:10]=[C:9]3[O:17][C@H:18]4[CH2:41][N:21]([C:22](=[O:40])[C@H:23]([C:36]([CH3:39])([CH3:38])[CH3:37])[NH:24][C:25](=[O:35])[O:26][C@@H:27]5[CH2:34][C@H:28]5[CH2:29][CH2:30][CH2:31][CH2:32][CH2:33][C:8]=23)[C@H:20]([C:42]([NH:44][C@:45]2([C:50](=[O:59])[NH:51][S:52]([C:55]3([CH3:58])[CH2:57][CH2:56]3)(=[O:54])=[O:53])[CH2:47][C@H:46]2[CH:48]=[CH2:49])=[O:43])[CH2:19]4)[CH2:2]1.[CH2:60]=O.[BH4-].[Na+]. Product: [C:36]([C@H:23]1[C:22](=[O:40])[N:21]2[CH2:41][C@@H:18]([CH2:19][C@H:20]2[C:42]([NH:44][C@:45]2([C:50](=[O:59])[NH:51][S:52]([C:55]3([CH3:58])[CH2:56][CH2:57]3)(=[O:54])=[O:53])[CH2:47][C@H:46]2[CH:48]=[CH2:49])=[O:43])[O:17][C:9]2=[N:10][C:11]3[CH:12]=[CH:13][CH:14]=[CH:15][C:16]=3[C:7]([O:6][CH2:5][CH:3]3[CH2:2][N:1]([CH3:60])[CH2:4]3)=[C:8]2[CH2:33][CH2:32][CH2:31][CH2:30][CH2:29][C@@H:28]2[CH2:34][C@H:27]2[O:26][C:25](=[O:35])[NH:24]1)([CH3:39])([CH3:38])[CH3:37]. The catalyst class is: 5. (6) Reactant: C1C=C(Cl)C=C(C(OO)=[O:9])C=1.[Cl:12][C:13]1[C:14]2[C@H:21]([CH3:22])[CH2:20][CH2:19][C:15]=2[N:16]=[CH:17][N:18]=1.C([O-])(O)=O.[Na+].C([O-])([O-])=O.[Na+].[Na+]. Product: [Cl:12][C:13]1[N:18]=[CH:17][N+:16]([O-:9])=[C:15]2[CH2:19][CH2:20][C@@H:21]([CH3:22])[C:14]=12. The catalyst class is: 146.